Dataset: Catalyst prediction with 721,799 reactions and 888 catalyst types from USPTO. Task: Predict which catalyst facilitates the given reaction. (1) Reactant: [CH3:1][C:2]1[CH:12]=[CH:11][C:10]([NH:13][C:14](=[O:33])[C:15]2[CH:20]=[CH:19][C:18]([CH2:21][N:22]3[CH2:27][CH2:26][N:25]([CH3:28])[CH2:24][CH2:23]3)=[C:17]([C:29]([F:32])([F:31])[F:30])[CH:16]=2)=[CH:9][C:3]=1[C:4](OCC)=[O:5].[H-].[Al+3].[Li+].[H-].[H-].[H-].O.[O-]S([O-])(=O)=O.[Mg+2]. Product: [OH:5][CH2:4][C:3]1[CH:9]=[C:10]([NH:13][C:14](=[O:33])[C:15]2[CH:20]=[CH:19][C:18]([CH2:21][N:22]3[CH2:23][CH2:24][N:25]([CH3:28])[CH2:26][CH2:27]3)=[C:17]([C:29]([F:32])([F:30])[F:31])[CH:16]=2)[CH:11]=[CH:12][C:2]=1[CH3:1]. The catalyst class is: 165. (2) The catalyst class is: 2. Product: [Br:20][C:21]1[N:22]=[C:23]([CH2:35][Br:38])[S:24][C:25]=1[C:26]1[CH:31]=[CH:30][C:29]([CH2:32][CH2:33][CH3:34])=[CH:28][CH:27]=1. Reactant: P(C1C=CC=CC=1)(C1C=CC=CC=1)C1C=CC=CC=1.[Br:20][C:21]1[N:22]=[C:23]([CH2:35]O)[S:24][C:25]=1[C:26]1[CH:31]=[CH:30][C:29]([CH2:32][CH2:33][CH3:34])=[CH:28][CH:27]=1.C(Br)(Br)(Br)[Br:38].